From a dataset of Catalyst prediction with 721,799 reactions and 888 catalyst types from USPTO. Predict which catalyst facilitates the given reaction. (1) Reactant: [CH2:1]([O:8][C@H:9]1[C@@H:14]([NH:15][C:16]([C:18]2[NH:19][CH:20]=[CH:21][N:22]=2)=[O:17])[CH2:13][CH2:12][N:11]([C:23]2[S:24][C:25]([C:28]([O:30]CC)=[O:29])=[CH:26][N:27]=2)[CH2:10]1)[C:2]1[CH:7]=[CH:6][CH:5]=[CH:4][CH:3]=1.[OH-].[Li+]. Product: [CH2:1]([O:8][C@H:9]1[C@@H:14]([NH:15][C:16]([C:18]2[NH:22][CH:21]=[CH:20][N:19]=2)=[O:17])[CH2:13][CH2:12][N:11]([C:23]2[S:24][C:25]([C:28]([OH:30])=[O:29])=[CH:26][N:27]=2)[CH2:10]1)[C:2]1[CH:7]=[CH:6][CH:5]=[CH:4][CH:3]=1. The catalyst class is: 138. (2) Reactant: [NH2:1][CH2:2][CH2:3][O:4][C:5]1[CH:6]=[C:7]([NH:17][C:18]2[N:27]=[CH:26][C:25]3[C:20](=[CH:21][CH:22]=[C:23]([C:28]#[C:29][Si:30]([CH3:33])([CH3:32])[CH3:31])[CH:24]=3)[N:19]=2)[CH:8]=[C:9]([C:11]2[CH:12]=[N:13][N:14]([CH3:16])[CH:15]=2)[CH:10]=1.CCN(C(C)C)C(C)C.[Br:43][CH2:44][C:45](Cl)=[O:46]. Product: [Br:43][CH2:44][C:45]([NH:1][CH2:2][CH2:3][O:4][C:5]1[CH:6]=[C:7]([NH:17][C:18]2[N:27]=[CH:26][C:25]3[C:20](=[CH:21][CH:22]=[C:23]([C:28]#[C:29][Si:30]([CH3:32])([CH3:31])[CH3:33])[CH:24]=3)[N:19]=2)[CH:8]=[C:9]([C:11]2[CH:12]=[N:13][N:14]([CH3:16])[CH:15]=2)[CH:10]=1)=[O:46]. The catalyst class is: 22.